This data is from Catalyst prediction with 721,799 reactions and 888 catalyst types from USPTO. The task is: Predict which catalyst facilitates the given reaction. (1) Reactant: [CH2:1]([O:3][C:4]1([O:20][CH2:21][CH3:22])[CH2:9][CH2:8][N:7]([C@H:10]([C:12]2[CH:17]=[CH:16][CH:15]=[CH:14][CH:13]=2)[CH3:11])[C@H:6]([CH2:18]O)[CH2:5]1)[CH3:2].C1(P(C2C=CC=CC=2)C2C=CC=CC=2)C=CC=CC=1.[C:42]1(=[O:52])[NH:46][C:45](=[O:47])[C:44]2=[CH:48][CH:49]=[CH:50][CH:51]=[C:43]12.N(C(OCC)=O)=NC(OCC)=O. Product: [CH2:21]([O:20][C:4]1([O:3][CH2:1][CH3:2])[CH2:9][CH2:8][N:7]([C@H:10]([C:12]2[CH:13]=[CH:14][CH:15]=[CH:16][CH:17]=2)[CH3:11])[C@H:6]([CH2:18][N:46]2[C:42](=[O:52])[C:43]3=[CH:51][CH:50]=[CH:49][CH:48]=[C:44]3[C:45]2=[O:47])[CH2:5]1)[CH3:22]. The catalyst class is: 7. (2) Reactant: [NH2:1][C:2]1[CH:3]=[N:4][CH:5]=[CH:6][C:7]=1[NH2:8].Cl.C(ONC([CH:16](C)[C:17]([O:19][CH2:20][CH3:21])=[O:18])=N)C. Product: [NH:8]1[C:7]2[CH:6]=[CH:5][N:4]=[CH:3][C:2]=2[N:1]=[C:16]1[C:17]([O:19][CH2:20][CH3:21])=[O:18]. The catalyst class is: 15. (3) Reactant: Cl.[Si]([O:9][CH2:10][CH2:11][N:12]([C:23]1[CH:24]=[CH:25][C:26]([O:29][CH2:30][C:31]([CH3:37])([CH3:36])[C:32]([O:34][CH3:35])=[O:33])=[N:27][CH:28]=1)[C:13]([C:15]1[C:16]([Cl:22])=[N:17][CH:18]=[N:19][C:20]=1[Cl:21])=[O:14])(C(C)(C)C)(C)C. Product: [Cl:22][C:16]1[C:15]([C:13]([N:12]([C:23]2[CH:24]=[CH:25][C:26]([O:29][CH2:30][C:31]([CH3:36])([CH3:37])[C:32]([O:34][CH3:35])=[O:33])=[N:27][CH:28]=2)[CH2:11][CH2:10][OH:9])=[O:14])=[C:20]([Cl:21])[N:19]=[CH:18][N:17]=1. The catalyst class is: 5. (4) Reactant: Cl[CH2:2][C:3]1[O:7][C:6]([C:8]2[CH:16]=[C:15]([C:17]3[CH:25]=[CH:24][CH:23]=[C:22]4[C:18]=3[CH:19]=[CH:20][NH:21]4)[CH:14]=[C:13]3[C:9]=2[CH:10]=[N:11][N:12]3S(C2C=CC=CC=2)(=O)=O)=[N:5][N:4]=1.C1(C[OH:42])CCCCC1.C(=O)([O-])[O-].[K+].[K+]. Product: [NH:21]1[C:22]2[C:18](=[C:17]([C:15]3[CH:14]=[C:13]4[C:9]([CH:10]=[N:11][NH:12]4)=[C:8]([C:6]4[O:7][C:3]([CH2:2][OH:42])=[N:4][N:5]=4)[CH:16]=3)[CH:25]=[CH:24][CH:23]=2)[CH:19]=[CH:20]1. The catalyst class is: 60. (5) Reactant: [Br:1][C:2]1[CH:3]=[CH:4][C:5]2[C:6]3[N:14]([CH2:15][CH:16]([CH3:18])[CH3:17])[C:13]([CH2:19][CH2:20][CH3:21])=[N:12][C:7]=3[CH:8]=[N:9][C:10]=2[CH:11]=1.ClC1C=C(C=CC=1)C(OO)=O.[OH-].[NH4+:34].C1(C)C=CC(S(Cl)(=O)=O)=CC=1. Product: [Br:1][C:2]1[CH:3]=[CH:4][C:5]2[C:6]3[N:14]([CH2:15][CH:16]([CH3:17])[CH3:18])[C:13]([CH2:19][CH2:20][CH3:21])=[N:12][C:7]=3[C:8]([NH2:34])=[N:9][C:10]=2[CH:11]=1. The catalyst class is: 4. (6) Reactant: [N:1]1[C:2]([C:10]2[C:11]([NH2:17])=[N:12][CH:13]=[C:14]([Br:16])[N:15]=2)=[N:3][N:4]2[CH:9]=[CH:8][CH:7]=[CH:6][C:5]=12.[CH3:18][C:19]([O:22][C:23](O[C:23]([O:22][C:19]([CH3:21])([CH3:20])[CH3:18])=[O:24])=[O:24])([CH3:21])[CH3:20]. Product: [C:19]([O:22][C:23]([N:17]([C:11]1[C:10]([C:2]2[N:1]=[C:5]3[CH:6]=[CH:7][CH:8]=[CH:9][N:4]3[N:3]=2)=[N:15][C:14]([Br:16])=[CH:13][N:12]=1)[C:23](=[O:24])[O:22][C:19]([CH3:21])([CH3:20])[CH3:18])=[O:24])([CH3:21])([CH3:20])[CH3:18]. The catalyst class is: 64. (7) Reactant: COC1C=CC(C[N:8]([C:32]2[S:33][CH:34]=[CH:35][N:36]=2)[S:9]([C:12]2[CH:13]=[CH:14][C:15]3[N:20]([C:21]4[CH:30]=[CH:29][CH:28]=[CH:27][C:22]=4[C:23]([O:25][CH3:26])=[O:24])[CH2:19][CH2:18][O:17][C:16]=3[CH:31]=2)(=[O:11])=[O:10])=CC=1.C(O)(C(F)(F)F)=O. Product: [S:33]1[CH:34]=[CH:35][N:36]=[C:32]1[NH:8][S:9]([C:12]1[CH:13]=[CH:14][C:15]2[N:20]([C:21]3[CH:30]=[CH:29][CH:28]=[CH:27][C:22]=3[C:23]([O:25][CH3:26])=[O:24])[CH2:19][CH2:18][O:17][C:16]=2[CH:31]=1)(=[O:10])=[O:11]. The catalyst class is: 2.